From a dataset of Catalyst prediction with 721,799 reactions and 888 catalyst types from USPTO. Predict which catalyst facilitates the given reaction. (1) Reactant: [F:1][C:2]1[CH:7]=[C:6]([CH2:8][O:9][C:10]2[CH:11]=[CH:12][CH:13]=[C:14]3[C:19]=2[NH:18][CH2:17][CH2:16][CH2:15]3)[CH:5]=[CH:4][C:3]=1[CH2:20][CH2:21][C:22]([O:24][CH2:25][CH3:26])=[O:23].Br[CH2:28][C:29]1[CH:34]=[CH:33][C:32]([O:35][CH3:36])=[CH:31][CH:30]=1.C(N(CC)C(C)C)(C)C.CN(C=O)C. Product: [F:1][C:2]1[CH:7]=[C:6]([CH2:8][O:9][C:10]2[CH:11]=[CH:12][CH:13]=[C:14]3[C:19]=2[N:18]([CH2:28][C:29]2[CH:34]=[CH:33][C:32]([O:35][CH3:36])=[CH:31][CH:30]=2)[CH2:17][CH2:16][CH2:15]3)[CH:5]=[CH:4][C:3]=1[CH2:20][CH2:21][C:22]([O:24][CH2:25][CH3:26])=[O:23]. The catalyst class is: 6. (2) Reactant: Cl[C:2]1[C:11]([CH:12]=[O:13])=[CH:10][C:9]2[C:4](=[CH:5][C:6]([F:14])=[CH:7][CH:8]=2)[N:3]=1.[CH:15]1([CH2:21][NH:22][CH2:23][CH3:24])[CH2:20][CH2:19][CH2:18][CH2:17][CH2:16]1.C(=O)([O-])[O-].[K+].[K+]. Product: [CH:15]1([CH2:21][N:22]([C:2]2[C:11]([CH:12]=[O:13])=[CH:10][C:9]3[C:4](=[CH:5][C:6]([F:14])=[CH:7][CH:8]=3)[N:3]=2)[CH2:23][CH3:24])[CH2:20][CH2:19][CH2:18][CH2:17][CH2:16]1. The catalyst class is: 727. (3) Reactant: [CH3:1][O:2][C:3]1[CH:4]=[C:5]([CH:19]=[CH:20][C:21]=1[O:22][CH2:23][C:24]1[N:25]=[C:26]([C:30]2[CH:35]=[CH:34][CH:33]=[CH:32][CH:31]=2)[O:27][C:28]=1[CH3:29])[CH2:6][O:7][C:8]1[C:12]([CH2:13][C:14]([O:16]C)=[O:15])=[CH:11][N:10]([CH3:18])[N:9]=1.[OH-].[Na+].O1CCCC1.Cl. Product: [CH3:1][O:2][C:3]1[CH:4]=[C:5]([CH:19]=[CH:20][C:21]=1[O:22][CH2:23][C:24]1[N:25]=[C:26]([C:30]2[CH:31]=[CH:32][CH:33]=[CH:34][CH:35]=2)[O:27][C:28]=1[CH3:29])[CH2:6][O:7][C:8]1[C:12]([CH2:13][C:14]([OH:16])=[O:15])=[CH:11][N:10]([CH3:18])[N:9]=1. The catalyst class is: 8. (4) Reactant: C[O:2][C:3]([C:5]1[CH:10]=[CH:9][C:8]([C:11]2[C:12]([CH3:55])([CH3:54])[C@H:13]3[C@:26]([CH3:29])([CH2:27][CH:28]=2)[C@@H:25]2[C@:16]([CH3:53])([C@@:17]4([CH3:52])[C@H:22]([CH2:23][CH2:24]2)[C@H:21]2[C@H:30]([C:33]([CH3:35])=[CH2:34])[CH2:31][CH2:32][C@:20]2([NH:36][CH2:37][CH2:38][N:39]2[CH2:44][CH2:43][N:42]([C:45]([O:47][C:48]([CH3:51])([CH3:50])[CH3:49])=[O:46])[CH2:41][CH2:40]2)[CH2:19][CH2:18]4)[CH2:15][CH2:14]3)=[CH:7][CH:6]=1)=[O:4].[OH-].[Na+]. Product: [C:48]([O:47][C:45]([N:42]1[CH2:41][CH2:40][N:39]([CH2:38][CH2:37][NH:36][C@:20]23[CH2:32][CH2:31][C@@H:30]([C:33]([CH3:35])=[CH2:34])[C@@H:21]2[C@@H:22]2[C@@:17]([CH3:52])([CH2:18][CH2:19]3)[C@@:16]3([CH3:53])[C@@H:25]([C@:26]4([CH3:29])[C@@H:13]([CH2:14][CH2:15]3)[C:12]([CH3:55])([CH3:54])[C:11]([C:8]3[CH:9]=[CH:10][C:5]([C:3]([OH:4])=[O:2])=[CH:6][CH:7]=3)=[CH:28][CH2:27]4)[CH2:24][CH2:23]2)[CH2:44][CH2:43]1)=[O:46])([CH3:49])([CH3:50])[CH3:51]. The catalyst class is: 12. (5) Reactant: FC(F)(F)C(O)=O.[Cl:8][C:9]1[C:10]([F:38])=[C:11]([CH:15]2[C:19]([C:22]3[CH:27]=[CH:26][C:25]([Cl:28])=[C:24]([CH3:29])[CH:23]=3)([C:20]#[N:21])[CH:18]([CH2:30][C:31]([CH3:34])([CH3:33])[CH3:32])[NH:17][CH:16]2[C:35](O)=[O:36])[CH:12]=[CH:13][CH:14]=1.CC1(C)[O:44][C@@H:43]([CH2:45][CH2:46][NH2:47])[CH2:42][O:41]1.CN(C(ON1N=NC2C=CC=NC1=2)=[N+](C)C)C.F[P-](F)(F)(F)(F)F.CCN(C(C)C)C(C)C.Cl. Product: [OH:44][C@H:43]([CH2:42][OH:41])[CH2:45][CH2:46][NH:47][C:35]([CH:16]1[CH:15]([C:11]2[CH:12]=[CH:13][CH:14]=[C:9]([Cl:8])[C:10]=2[F:38])[C:19]([C:22]2[CH:27]=[CH:26][C:25]([Cl:28])=[C:24]([CH3:29])[CH:23]=2)([C:20]#[N:21])[CH:18]([CH2:30][C:31]([CH3:34])([CH3:32])[CH3:33])[NH:17]1)=[O:36]. The catalyst class is: 539. (6) Reactant: [CH3:1][CH2:2][O:3][C:4]([C:6]1[N:10]([CH2:11][C:12]2[CH:16]=[C:15]([C:17]3[S:18][C:19]([Cl:22])=[CH:20][CH:21]=3)[O:14][N:13]=2)[C:9]([C:23]([OH:25])=O)=[CH:8][N:7]=1)=[O:5].ON1C2N=CC=CC=2N=N1.Cl.C(N=C=NCCCN(C)C)C.C(N(C(C)C)CC)(C)C.[CH:57]([N:60]1[CH2:65][CH2:64][CH:63]([NH2:66])[CH2:62][CH2:61]1)([CH3:59])[CH3:58]. Product: [CH2:2]([O:3][C:4]([C:6]1[N:10]([CH2:11][C:12]2[CH:16]=[C:15]([C:17]3[S:18][C:19]([Cl:22])=[CH:20][CH:21]=3)[O:14][N:13]=2)[C:9]([C:23](=[O:25])[NH:66][CH:63]2[CH2:64][CH2:65][N:60]([CH:57]([CH3:59])[CH3:58])[CH2:61][CH2:62]2)=[CH:8][N:7]=1)=[O:5])[CH3:1]. The catalyst class is: 85. (7) Reactant: [Cl:1][C:2]1[CH:9]=[CH:8][C:5]([CH:6]=O)=[C:4]([F:10])[CH:3]=1.[N+:11]([CH2:14][CH3:15])([O-:13])=[O:12].N1CCCCC1. Product: [Cl:1][C:2]1[CH:9]=[CH:8][C:5](/[CH:6]=[C:14](/[N+:11]([O-:13])=[O:12])\[CH3:15])=[C:4]([F:10])[CH:3]=1. The catalyst class is: 11.